This data is from Full USPTO retrosynthesis dataset with 1.9M reactions from patents (1976-2016). The task is: Predict the reactants needed to synthesize the given product. (1) Given the product [CH:1]1([S:4]([C:7]2[CH:12]=[CH:11][C:10]([CH:13]([C:44]3[NH:54][C:58]([C:57]4[N:56]=[CH:59][C:60]([C:65]([NH:64][CH2:63][CH2:35][O:37][CH2:38][CH3:39])=[O:66])=[CH:61][CH:62]=4)=[CH:46][CH:45]=3)[CH2:14][CH:15]3[CH2:16][CH2:17][O:18][CH2:19][CH2:20]3)=[CH:9][CH:8]=2)(=[O:6])=[O:5])[CH2:3][CH2:2]1, predict the reactants needed to synthesize it. The reactants are: [CH:1]1([S:4]([C:7]2[CH:12]=[CH:11][C:10]([CH:13](N3C=CC=C3C3C=C(C(O)=O)C=NC=3)[CH2:14][CH:15]3[CH2:20][CH2:19][O:18][CH2:17][CH2:16]3)=[CH:9][CH:8]=2)(=[O:6])=[O:5])[CH2:3][CH2:2]1.[CH2:35]([O:37][CH2:38][CH2:39]N)C.Cl.CN(C)[CH2:44][CH2:45][CH2:46]N=C=NCC.O[N:54]1[C:58]2[CH:59]=[CH:60][CH:61]=[CH:62][C:57]=2[N:56]=N1.[CH3:63][N:64](C)[CH:65]=[O:66]. (2) Given the product [Cl:1][C:2]1[C:7]([S:8]([CH3:11])(=[O:9])=[O:10])=[CH:6][C:5]([C:12]2[N:13]([C:33]([N:35]3[CH2:40][CH2:39][N:38]([CH2:41][CH2:42][CH2:43][S:44]([CH3:47])(=[O:46])=[O:45])[CH2:37][CH2:36]3)=[O:34])[C@@:14]([C:26]3[CH:31]=[CH:30][C:29]([Cl:32])=[CH:28][CH:27]=3)([CH3:25])[C@@:15]([C:18]3[CH:19]=[CH:20][C:21]([Cl:24])=[CH:22][CH:23]=3)([CH3:17])[N:16]=2)=[C:4]([O:48][CH:55]([CH3:57])[CH3:56])[CH:3]=1, predict the reactants needed to synthesize it. The reactants are: [Cl:1][C:2]1[C:7]([S:8]([CH3:11])(=[O:10])=[O:9])=[CH:6][C:5]([C:12]2[N:13]([C:33]([N:35]3[CH2:40][CH2:39][N:38]([CH2:41][CH2:42][CH2:43][S:44]([CH3:47])(=[O:46])=[O:45])[CH2:37][CH2:36]3)=[O:34])[C@@:14]([C:26]3[CH:31]=[CH:30][C:29]([Cl:32])=[CH:28][CH:27]=3)([CH3:25])[C@@:15]([C:18]3[CH:23]=[CH:22][C:21]([Cl:24])=[CH:20][CH:19]=3)([CH3:17])[N:16]=2)=[C:4]([OH:48])[CH:3]=1.C(=O)([O-])[O-].[K+].[K+].[CH:55](I)([CH3:57])[CH3:56]. (3) Given the product [OH:20][CH:2]([CH2:6][CH2:7][CH2:8][CH2:9][CH2:10][CH2:11][CH2:12][CH2:13][CH2:14][CH2:15][CH2:16][CH2:17][CH2:18][CH3:19])[C:3]([OH:5])=[O:4], predict the reactants needed to synthesize it. The reactants are: Br[CH:2]([CH2:6][CH2:7][CH2:8][CH2:9][CH2:10][CH2:11][CH2:12][CH2:13][CH2:14][CH2:15][CH2:16][CH2:17][CH2:18][CH3:19])[C:3]([OH:5])=[O:4].[OH-:20].[K+]. (4) Given the product [N+:13]([C:7]1[CH:6]=[C:5]2[C:10](=[CH:9][CH:8]=1)[NH:1][C:2](=[O:11])[CH2:3][CH2:4]2)([O-:15])=[O:14], predict the reactants needed to synthesize it. The reactants are: [NH:1]1[C:10]2[C:5](=[CH:6][CH:7]=[CH:8][CH:9]=2)[CH2:4][CH2:3][C:2]1=[O:11].O.[N+:13]([O-])([OH:15])=[O:14]. (5) Given the product [OH:6][C@@H:2]1[CH2:1][C:7](=[O:9])[N:11]([CH3:10])[C:3]1=[O:4], predict the reactants needed to synthesize it. The reactants are: [CH2:1]([C:7]([OH:9])=O)[C@@H:2]([OH:6])[C:3](O)=[O:4].[CH3:10][NH:11]C.C1COCC1.